Dataset: Retrosynthesis with 50K atom-mapped reactions and 10 reaction types from USPTO. Task: Predict the reactants needed to synthesize the given product. (1) Given the product COc1ccccc1Oc1c(NS(=O)(=O)c2ccc(C(C)(C)C)cc2)nc(N2CCN(C=O)CC2)nc1OCCC(=O)Nc1ccccc1C(C)C, predict the reactants needed to synthesize it. The reactants are: CC(C)c1ccccc1N.COc1ccccc1Oc1c(NS(=O)(=O)c2ccc(C(C)(C)C)cc2)nc(N2CCN(C=O)CC2)nc1OCCC(=O)O. (2) Given the product Cc1c(S(C)=O)cc(C(C)(C)C)c(O)c1C(=O)Nc1ccc(S(=O)(=O)C(F)(F)F)cc1Cl, predict the reactants needed to synthesize it. The reactants are: CSc1cc(C(C)(C)C)c(O)c(C(=O)Nc2ccc(S(=O)(=O)C(F)(F)F)cc2Cl)c1C.O=C(OO)c1cccc(Cl)c1. (3) Given the product CSc1nccc(C(=O)c2cnc(Cl)nc2Cl)n1, predict the reactants needed to synthesize it. The reactants are: CSc1nccc(C(O)c2cnc(Cl)nc2Cl)n1. (4) The reactants are: CCN(c1cc(Cl)cc(C(=O)OC)c1Br)C1CCOCC1. Given the product CCN(c1cc(Cl)cc(C(=O)O)c1Br)C1CCOCC1, predict the reactants needed to synthesize it. (5) Given the product Cc1cccc(N2CCN(CCCCCOc3cc4ccccc4cn3)CC2)c1, predict the reactants needed to synthesize it. The reactants are: BrCCCCCOc1cc2ccccc2cn1.Clc1cccc(N2CCN(CCCCCOc3cc4ccccc4cn3)CC2)c1. (6) Given the product CC(C)Oc1ccc(-c2cc(C(=O)Nc3ccc([C@@H](C)N)cc3)no2)cc1Cl, predict the reactants needed to synthesize it. The reactants are: CC(C)Oc1ccc(-c2cc(C(=O)Nc3ccc([C@@H](C)NC(=O)OC(C)(C)C)cc3)no2)cc1Cl.